Dataset: Catalyst prediction with 721,799 reactions and 888 catalyst types from USPTO. Task: Predict which catalyst facilitates the given reaction. (1) Reactant: [C:1]([N:4]1[C:13]2[C:8](=[CH:9][C:10]([C:14]3[N:15]=[N:16][N:17]([CH2:19][C:20]([O:22]C)=[O:21])[CH:18]=3)=[CH:11][CH:12]=2)[C@H:7]([NH:24][C:25]([O:27][CH:28]([CH3:30])[CH3:29])=[O:26])[CH2:6][C@@H:5]1[CH3:31])(=[O:3])[CH3:2].[OH-].[Na+]. Product: [C:1]([N:4]1[C:13]2[C:8](=[CH:9][C:10]([C:14]3[N:15]=[N:16][N:17]([CH2:19][C:20]([OH:22])=[O:21])[CH:18]=3)=[CH:11][CH:12]=2)[C@H:7]([NH:24][C:25]([O:27][CH:28]([CH3:30])[CH3:29])=[O:26])[CH2:6][C@@H:5]1[CH3:31])(=[O:3])[CH3:2]. The catalyst class is: 5. (2) Reactant: [CH2:1]([O:8][C:9]1[CH:14]=[CH:13][CH:12]=[CH:11][CH:10]=1)[C:2]1[CH:7]=[CH:6][CH:5]=[CH:4][CH:3]=1.[S:15]([Cl:18])(Cl)=[O:16].O.C(OCC)(=[O:22])C. Product: [CH2:1]([O:8][C:9]1[CH:14]=[CH:13][C:12]([S:15]([Cl:18])(=[O:16])=[O:22])=[CH:11][CH:10]=1)[C:2]1[CH:7]=[CH:6][CH:5]=[CH:4][CH:3]=1. The catalyst class is: 26. (3) Reactant: [F:1][C:2]1[CH:7]=[CH:6][CH:5]=[C:4]([F:8])[C:3]=1[C:9]1[C:17]2[C:12](=[CH:13][C:14]([C:18]([O:20]C)=[O:19])=[CH:15][CH:16]=2)[N:11]([C:22]2[CH:27]=[CH:26][C:25]([CH3:28])=[CH:24][CH:23]=2)[N:10]=1.[OH-].[Na+]. Product: [F:8][C:4]1[CH:5]=[CH:6][CH:7]=[C:2]([F:1])[C:3]=1[C:9]1[C:17]2[C:12](=[CH:13][C:14]([C:18]([OH:20])=[O:19])=[CH:15][CH:16]=2)[N:11]([C:22]2[CH:23]=[CH:24][C:25]([CH3:28])=[CH:26][CH:27]=2)[N:10]=1. The catalyst class is: 111. (4) Reactant: [F:1][C:2]([F:15])([F:14])[C:3]1[CH:12]=[CH:11][C:10]2[C:9](=O)[NH:8][CH:7]=[CH:6][C:5]=2[N:4]=1.P(Cl)(Cl)([Cl:18])=O. Product: [Cl:18][C:9]1[N:8]=[CH:7][CH:6]=[C:5]2[C:10]=1[CH:11]=[CH:12][C:3]([C:2]([F:15])([F:14])[F:1])=[N:4]2. The catalyst class is: 6. (5) Product: [CH3:31][C:30]([CH3:33])([CH3:32])[CH2:29][N:28]1[C:21]2[N:22]=[C:23]([C:26]#[N:27])[N:24]=[CH:25][C:20]=2[CH:19]=[C:18]1[CH2:17][N:14]1[C:13](=[O:34])[CH2:12][C:11]2([CH2:10][CH2:9][NH:8][CH2:36][CH2:35]2)[C:15]1=[O:16]. Reactant: C(OC([N:8]1[CH2:36][CH2:35][C:11]2([C:15](=[O:16])[N:14]([CH2:17][C:18]3[N:28]([CH2:29][C:30]([CH3:33])([CH3:32])[CH3:31])[C:21]4[N:22]=[C:23]([C:26]#[N:27])[N:24]=[CH:25][C:20]=4[CH:19]=3)[C:13](=[O:34])[CH2:12]2)[CH2:10][CH2:9]1)=O)(C)(C)C. The catalyst class is: 620. (6) Reactant: [H-].[Na+].[NH:3]1[CH:7]=[CH:6][CH:5]=[CH:4]1.[CH2:8]([C:16]1[CH:26]=[CH:25][C:19]([O:20][CH2:21][CH:22]2[CH2:24][O:23]2)=[CH:18][CH:17]=1)[CH2:9][CH2:10][CH2:11][CH2:12][CH2:13][CH2:14][CH3:15].[Na+].[Cl-]. Product: [CH2:8]([C:16]1[CH:17]=[CH:18][C:19]([O:20][CH2:21][CH:22]([OH:23])[CH2:24][N:3]2[CH:7]=[CH:6][CH:5]=[CH:4]2)=[CH:25][CH:26]=1)[CH2:9][CH2:10][CH2:11][CH2:12][CH2:13][CH2:14][CH3:15]. The catalyst class is: 3. (7) Reactant: [N:1]1([C:7]2[CH:12]=[CH:11][C:10]([OH:13])=[CH:9][CH:8]=2)[CH2:6][CH2:5][NH:4][CH2:3][CH2:2]1.C(N(CC)CC)C.[C:21]1([C:31](Cl)=[O:32])[C:30]2[C:25](=[CH:26][CH:27]=[CH:28][CH:29]=2)[CH:24]=[CH:23][CH:22]=1. Product: [C:21]1([C:31]([N:4]2[CH2:3][CH2:2][N:1]([C:7]3[CH:8]=[CH:9][C:10]([OH:13])=[CH:11][CH:12]=3)[CH2:6][CH2:5]2)=[O:32])[C:30]2[C:25](=[CH:26][CH:27]=[CH:28][CH:29]=2)[CH:24]=[CH:23][CH:22]=1. The catalyst class is: 4. (8) Reactant: [CH3:1][O:2][C:3]1[CH:8]=[C:7]([O:9][CH3:10])[CH:6]=[CH:5][C:4]=1/[C:11](/[NH:17][CH2:18][C:19]([O:21][CH2:22][CH3:23])=[O:20])=[CH:12]/[C:13]([O:15]C)=O.C[Si]([N:28]=[C:29]=[S:30])(C)C.CCCCCCC.CCOC(C)=O. Product: [CH3:1][O:2][C:3]1[CH:8]=[C:7]([O:9][CH3:10])[CH:6]=[CH:5][C:4]=1[C:11]1[N:17]([CH2:18][C:19]([O:21][CH2:22][CH3:23])=[O:20])[C:29](=[S:30])[NH:28][C:13](=[O:15])[CH:12]=1. The catalyst class is: 504.